This data is from Full USPTO retrosynthesis dataset with 1.9M reactions from patents (1976-2016). The task is: Predict the reactants needed to synthesize the given product. (1) The reactants are: [CH3:1][CH:2]([CH3:23])[CH:3]=[C:4]([C:14]1[CH:15]=[C:16]([C:20](=[O:22])[CH3:21])[CH:17]=[CH:18][CH:19]=1)[C:5]1[NH:13][C:8]2=[N:9][CH:10]=[CH:11][CH:12]=[C:7]2[CH:6]=1. Given the product [CH3:1][CH:2]([CH3:23])[CH2:3][CH:4]([C:14]1[CH:15]=[C:16]([C:20](=[O:22])[CH3:21])[CH:17]=[CH:18][CH:19]=1)[C:5]1[NH:13][C:8]2=[N:9][CH:10]=[CH:11][CH:12]=[C:7]2[CH:6]=1, predict the reactants needed to synthesize it. (2) Given the product [C:36]([C:34]1[N:35]=[C:30]([NH:29][C:7]2[N:6]=[C:5]([NH:4][CH:1]3[CH2:2][CH2:3]3)[C:10]3=[N:11][CH:12]=[C:13]([C:14]#[N:15])[N:9]3[N:8]=2)[CH:31]=[CH:32][CH:33]=1)#[N:37], predict the reactants needed to synthesize it. The reactants are: [CH:1]1([N:4](CC2C=CC(OC)=CC=2)[C:5]2[C:10]3=[N:11][CH:12]=[C:13]([C:14]#[N:15])[N:9]3[N:8]=[C:7](S(C)(=O)=O)[N:6]=2)[CH2:3][CH2:2]1.[NH2:29][C:30]1[N:35]=[C:34]([C:36]#[N:37])[CH:33]=[CH:32][CH:31]=1. (3) Given the product [OH:11][CH:10]([C:7]1[CH:6]=[CH:5][C:4]([N+:1]([O-:3])=[O:2])=[CH:9][CH:8]=1)[C:12]1[CH:14]=[CH:19][CH:18]=[CH:17][CH:16]=1, predict the reactants needed to synthesize it. The reactants are: [N+:1]([C:4]1[CH:9]=[CH:8][C:7]([C:10]([CH:12]([C:14]2[CH:19]=[CH:18][CH:17]=[CH:16]C=2)O)=[O:11])=[CH:6][CH:5]=1)([O-:3])=[O:2]. (4) Given the product [N:14]1([C:6]2[C:7]3[C:12](=[CH:11][CH:10]=[CH:9][CH:8]=3)[C:3]([C:1]#[N:2])=[CH:4][CH:5]=2)[CH2:19][CH2:18][S:17][CH2:16][CH2:15]1, predict the reactants needed to synthesize it. The reactants are: [C:1]([C:3]1[C:12]2[C:7](=[CH:8][CH:9]=[CH:10][CH:11]=2)[C:6](F)=[CH:5][CH:4]=1)#[N:2].[NH:14]1[CH2:19][CH2:18][S:17][CH2:16][CH2:15]1. (5) Given the product [Br:1][C:2]1[CH:3]=[CH:4][C:5]([Cl:11])=[C:6]([C:7]([C:2]2[CH:3]=[CH:4][C:12]([CH3:13])=[CH:6][CH:10]=2)=[O:9])[CH:10]=1, predict the reactants needed to synthesize it. The reactants are: [Br:1][C:2]1[CH:3]=[CH:4][C:5]([Cl:11])=[C:6]([CH:10]=1)[C:7]([OH:9])=O.[C:12](Cl)(=O)[C:13](Cl)=O.[Al+3].[Cl-].[Cl-].[Cl-].Cl.[OH-].[Na+]. (6) Given the product [CH3:1][O:2][CH2:3][CH:4]([NH:6][C:7]([C:9]1[CH:10]=[C:11]([C:18]2[CH:23]=[CH:22][C:21]([CH3:24])=[CH:20][CH:19]=2)[CH:12]=[C:13]([C:15](=[O:17])[CH:16]=[CH:27][N:29]([CH3:31])[CH3:30])[CH:14]=1)=[O:8])[CH3:5], predict the reactants needed to synthesize it. The reactants are: [CH3:1][O:2][CH2:3][CH:4]([NH:6][C:7]([C:9]1[CH:10]=[C:11]([C:18]2[CH:23]=[CH:22][C:21]([CH3:24])=[CH:20][CH:19]=2)[CH:12]=[C:13]([C:15](=[O:17])[CH3:16])[CH:14]=1)=[O:8])[CH3:5].CO[C:27](OC)([N:29]([CH3:31])[CH3:30])C. (7) Given the product [NH:6]1[C:5]2[CH:9]=[CH:10][C:2]([N:1]3[CH:15]([C:14]4[CH:17]=[CH:18][C:19]([O:20][CH3:21])=[C:12]([F:11])[CH:13]=4)[CH2:29][NH:28][C:33]3=[O:34])=[CH:3][C:4]=2[N:8]=[CH:7]1, predict the reactants needed to synthesize it. The reactants are: [NH2:1][C:2]1[CH:10]=[CH:9][C:5]2[N:6]=[CH:7][NH:8][C:4]=2[CH:3]=1.[F:11][C:12]1[CH:13]=[C:14]([CH:17]=[CH:18][C:19]=1[O:20][CH3:21])[CH:15]=O.[Si](C#N)(C)(C)C.[N:28]1([C:33](N2C=CN=C2)=[O:34])C=CN=[CH:29]1. (8) Given the product [CH3:43][O:42][C:31]1[CH:32]=[C:33]([CH2:36][CH2:37][C:38]([O:40][CH3:41])=[O:39])[CH:34]=[CH:35][C:30]=1[O:29][CH2:2][CH2:3][CH:4]([C:9]1[S:10][C:11]2[CH:18]=[C:17]([C:19]([F:22])([F:21])[F:20])[CH:16]=[CH:15][C:12]=2[C:13]=1[CH3:14])[CH2:5][CH2:6][CH2:7][CH3:8], predict the reactants needed to synthesize it. The reactants are: Br[CH2:2][CH2:3][CH:4]([C:9]1[S:10][C:11]2[CH:18]=[C:17]([C:19]([F:22])([F:21])[F:20])[CH:16]=[CH:15][C:12]=2[C:13]=1[CH3:14])[CH2:5][CH2:6][CH2:7][CH3:8].C(=O)([O-])[O-].[Cs+].[Cs+].[OH:29][C:30]1[CH:35]=[CH:34][C:33]([CH2:36][CH2:37][C:38]([O:40][CH3:41])=[O:39])=[CH:32][C:31]=1[O:42][CH3:43].